Dataset: Forward reaction prediction with 1.9M reactions from USPTO patents (1976-2016). Task: Predict the product of the given reaction. (1) Given the reactants [Br-:1].[Br-].[Br-].C1([N+](C)(C)C)C=CC=CC=1.C1([N+](C)(C)C)C=CC=CC=1.C1([N+](C)(C)C)C=CC=CC=1.[CH:34]([C:37]([C:39]1[CH:48]=[CH:47][C:46]2[C:41](=[CH:42][CH:43]=[CH:44][CH:45]=2)[CH:40]=1)=[O:38])([CH3:36])[CH3:35], predict the reaction product. The product is: [CH:40]1[C:41]2[C:46](=[CH:45][CH:44]=[CH:43][CH:42]=2)[CH:47]=[CH:48][C:39]=1[C:37]([C:34]([Br:1])([CH3:36])[CH3:35])=[O:38]. (2) Given the reactants [Cl:1][C:2]1[N:10]=[CH:9][C:8]([C:11]([F:14])([F:13])[F:12])=[CH:7][C:3]=1[C:4]([NH2:6])=O.FC(F)(F)C(OC(=O)C(F)(F)F)=O.C(=O)(O)[O-].[Na+], predict the reaction product. The product is: [Cl:1][C:2]1[N:10]=[CH:9][C:8]([C:11]([F:14])([F:12])[F:13])=[CH:7][C:3]=1[C:4]#[N:6].